From a dataset of NCI-60 drug combinations with 297,098 pairs across 59 cell lines. Regression. Given two drug SMILES strings and cell line genomic features, predict the synergy score measuring deviation from expected non-interaction effect. (1) Drug 1: CCC1(CC2CC(C3=C(CCN(C2)C1)C4=CC=CC=C4N3)(C5=C(C=C6C(=C5)C78CCN9C7C(C=CC9)(C(C(C8N6C=O)(C(=O)OC)O)OC(=O)C)CC)OC)C(=O)OC)O.OS(=O)(=O)O. Drug 2: CC1C(C(CC(O1)OC2CC(CC3=C2C(=C4C(=C3O)C(=O)C5=CC=CC=C5C4=O)O)(C(=O)C)O)N)O. Cell line: HCT116. Synergy scores: CSS=50.0, Synergy_ZIP=8.66, Synergy_Bliss=10.1, Synergy_Loewe=7.16, Synergy_HSA=10.7. (2) Synergy scores: CSS=46.1, Synergy_ZIP=-0.633, Synergy_Bliss=-0.978, Synergy_Loewe=-15.2, Synergy_HSA=-0.120. Drug 1: CC12CCC3C(C1CCC2=O)CC(=C)C4=CC(=O)C=CC34C. Cell line: HOP-62. Drug 2: C1=NC2=C(N=C(N=C2N1C3C(C(C(O3)CO)O)F)Cl)N.